This data is from Reaction yield outcomes from USPTO patents with 853,638 reactions. The task is: Predict the reaction yield, written as a fraction of the theoretical maximum amount of product (1.0 means a 100% yield; for example, 0.34 means a 34% yield). (1) The reactants are [CH3:1][NH:2][CH2:3][C:4]1[O:5][C:6]2[CH:15]=[CH:14][CH:13]=[CH:12][C:7]=2[C:8]=1[CH2:9][CH2:10][CH3:11].[C:16](Cl)(=[O:19])[CH:17]=[CH2:18].C(N(CC)CC)C. The catalyst is C(Cl)Cl. The product is [CH3:1][N:2]([CH2:3][C:4]1[O:5][C:6]2[CH:15]=[CH:14][CH:13]=[CH:12][C:7]=2[C:8]=1[CH2:9][CH2:10][CH3:11])[C:16](=[O:19])[CH:17]=[CH2:18]. The yield is 0.990. (2) The product is [Cl:1][C:2]1[CH:3]=[CH:4][C:5]([O:8][C:16](=[O:25])[N:17]([CH3:24])[C:18]2[CH:23]=[CH:22][CH:21]=[CH:20][CH:19]=2)=[N:6][CH:7]=1. The reactants are [Cl:1][C:2]1[CH:3]=[CH:4][C:5]([OH:8])=[N:6][CH:7]=1.[I-].C[N+]1C=CN([C:16](=[O:25])[N:17]([CH3:24])[C:18]2[CH:23]=[CH:22][CH:21]=[CH:20][CH:19]=2)C=1.C(N(CC)CC)C. The catalyst is C(#N)C. The yield is 0.990. (3) The reactants are [C:1]([O:5][C@@H:6]([C:11]1[C:40]([CH3:41])=[CH:39][C:38]2=[N:42][C:35]3=[CH:36][N:37]2[C:12]=1[N:13]1[CH2:48][CH2:47][C:16]([CH3:49])([O:17][CH2:18][CH:19]=[CH:20][CH2:21][C@H:22]([CH3:46])[O:23][C:24]2[CH:25]=[C:26]([CH3:45])[C:27]([CH3:44])=[CH:28][C:29]=2[C:30]2[CH:43]=[C:34]3[CH:33]=[CH:32][CH:31]=2)[CH2:15][CH2:14]1)[C:7]([O:9][CH3:10])=[O:8])([CH3:4])([CH3:3])[CH3:2].C(O[C@@H](C1C(C)=CC2=NC3=CN2C=1N1CCC(C)(OCCCC[C@H](C)OC2C=C(F)C=CC=2C2C=C3C=CC=2)CC1)C(OC)=O)(C)(C)C. No catalyst specified. The product is [C:1]([O:5][C@@H:6]([C:11]1[C:40]([CH3:41])=[CH:39][C:38]2=[N:42][C:35]3=[CH:36][N:37]2[C:12]=1[N:13]1[CH2:48][CH2:47][C:16]([CH3:49])([O:17][CH2:18][CH2:19][CH2:20][CH2:21][C@H:22]([CH3:46])[O:23][C:24]2[CH:25]=[C:26]([CH3:45])[C:27]([CH3:44])=[CH:28][C:29]=2[C:30]2[CH:43]=[C:34]3[CH:33]=[CH:32][CH:31]=2)[CH2:15][CH2:14]1)[C:7]([O:9][CH3:10])=[O:8])([CH3:4])([CH3:2])[CH3:3]. The yield is 0.430. (4) The reactants are Cl.[CH3:2][C:3]1([CH3:21])[CH2:7][C:6]2[C:8]([CH3:20])=[C:9]([N:14]3[CH2:19][CH2:18][NH:17][CH2:16][CH2:15]3)[C:10]([CH3:13])=[C:11]([CH3:12])[C:5]=2[O:4]1.Br[C:23]1[CH:28]=[CH:27][C:26]([F:29])=[C:25]([O:30][CH3:31])[CH:24]=1. No catalyst specified. The product is [F:29][C:26]1[CH:27]=[CH:28][C:23]([N:17]2[CH2:16][CH2:15][N:14]([C:9]3[C:10]([CH3:13])=[C:11]([CH3:12])[C:5]4[O:4][C:3]([CH3:21])([CH3:2])[CH2:7][C:6]=4[C:8]=3[CH3:20])[CH2:19][CH2:18]2)=[CH:24][C:25]=1[O:30][CH3:31]. The yield is 0.530.